Dataset: Forward reaction prediction with 1.9M reactions from USPTO patents (1976-2016). Task: Predict the product of the given reaction. (1) Given the reactants [Cl:1][C:2]1[CH:9]=[C:8]([N:10]=[C:11]=[S:12])[CH:7]=[CH:6][C:3]=1[C:4]#[N:5].[F:13][C:14]1[CH:15]=[C:16]([NH:21][C:22]([CH3:26])([CH3:25])[C:23]#N)[CH:17]=[CH:18][C:19]=1[OH:20].C[OH:28].Cl, predict the reaction product. The product is: [Cl:1][C:2]1[CH:9]=[C:8]([N:10]2[C:23](=[O:28])[C:22]([CH3:26])([CH3:25])[N:21]([C:16]3[CH:17]=[CH:18][C:19]([OH:20])=[C:14]([F:13])[CH:15]=3)[C:11]2=[S:12])[CH:7]=[CH:6][C:3]=1[C:4]#[N:5]. (2) The product is: [NH2:17][CH:18]([C:23]1[CH:24]=[CH:25][C:26]([Cl:29])=[CH:27][CH:28]=1)[CH2:19][C:20]([O:22][CH3:2])=[O:21]. Given the reactants N[CH:2](C1C=CC(OC)=C(OC)C=1)CC(O)=O.[NH2:17][CH:18]([C:23]1[CH:28]=[CH:27][C:26]([Cl:29])=[CH:25][CH:24]=1)[CH2:19][C:20]([OH:22])=[O:21], predict the reaction product. (3) Given the reactants [CH:1]1[C:10]2[C:5](=[CH:6][CH:7]=[CH:8][CH:9]=2)[CH:4]=[CH:3][C:2]=1[C:11]1[CH:16]=[CH:15][N:14]=[C:13]([N:17]2[CH2:21][CH2:20][C@H:19]([NH:22]CC(F)(F)F)[CH2:18]2)[N:12]=1.B, predict the reaction product. The product is: [CH:1]1[C:10]2[C:5](=[CH:6][CH:7]=[CH:8][CH:9]=2)[CH:4]=[CH:3][C:2]=1[C:11]1[CH:16]=[CH:15][N:14]=[C:13]([N:17]2[CH2:21][CH2:20][C@H:19]([NH2:22])[CH2:18]2)[N:12]=1. (4) Given the reactants [F:1][C:2]1[C:9]([I:10])=[C:8]([CH3:11])[CH:7]=[CH:6][C:3]=1[CH:4]=O.[NH2:12][OH:13], predict the reaction product. The product is: [F:1][C:2]1[C:9]([I:10])=[C:8]([CH3:11])[CH:7]=[CH:6][C:3]=1/[CH:4]=[N:12]/[OH:13]. (5) Given the reactants [Cl:1][C:2]1[C:3]([C:12]([OH:14])=[O:13])=[N:4][C:5]([CH:9]2[CH2:11][CH2:10]2)=[N:6][C:7]=1Cl.[NH3:15], predict the reaction product. The product is: [NH2:15][C:7]1[N:6]=[C:5]([CH:9]2[CH2:11][CH2:10]2)[N:4]=[C:3]([C:12]([OH:14])=[O:13])[C:2]=1[Cl:1]. (6) Given the reactants [SH:1][CH2:2][C:3]1[CH:4]=[C:5]([CH:9]=[CH:10][CH:11]=1)[C:6]([OH:8])=[O:7].C1CCN2C(=NCCC2)CC1.[C:23]([O:27][C:28]([CH3:31])([CH3:30])[CH3:29])(=[O:26])[CH:24]=[CH2:25], predict the reaction product. The product is: [C:28]([O:27][C:23](=[O:26])[CH2:24][CH2:25][S:1][CH2:2][C:3]1[CH:4]=[C:5]([CH:9]=[CH:10][CH:11]=1)[C:6]([OH:8])=[O:7])([CH3:31])([CH3:30])[CH3:29]. (7) The product is: [CH3:1][C:2]([CH3:37])([CH3:36])[C:3]([NH:5][C:6]1[CH:35]=[CH:34][CH:33]=[CH:32][C:7]=1[C:8]1[N:18]2[C:13]([CH:14]=[N:15][C:16]([NH:19][C:20]3[CH:25]=[C:24]([O:26][CH3:27])[C:23]([O:28][CH3:29])=[C:22]([O:30][CH3:31])[CH:21]=3)=[N:17]2)=[C:11]([CH3:12])[N:10]=1)=[O:4]. Given the reactants [CH3:1][C:2]([CH3:37])([CH3:36])[C:3]([NH:5][C:6]1[CH:35]=[CH:34][CH:33]=[CH:32][C:7]=1[C:8]([NH:10][CH:11]([C:13]1[N:18]=[N:17][C:16]([NH:19][C:20]2[CH:25]=[C:24]([O:26][CH3:27])[C:23]([O:28][CH3:29])=[C:22]([O:30][CH3:31])[CH:21]=2)=[N:15][CH:14]=1)[CH3:12])=O)=[O:4].P(Cl)(Cl)(Cl)=O, predict the reaction product. (8) Given the reactants [N:1]#[C:2][NH2:3].[N:4]([C:7]1[CH:12]=[CH:11][C:10]([N:13]2[CH2:18][CH2:17][N:16]([CH2:19][CH:20]3[CH2:22][CH2:21]3)[CH2:15][CH2:14]2)=[CH:9][CH:8]=1)=[C:5]=[S:6].Br[CH2:24][C:25]([C:27]1[CH:36]=[CH:35][C:30]2[O:31][CH2:32][CH2:33][O:34][C:29]=2[CH:28]=1)=[O:26], predict the reaction product. The product is: [NH2:1][C:2]1[N:3]=[C:5]([NH:4][C:7]2[CH:8]=[CH:9][C:10]([N:13]3[CH2:14][CH2:15][N:16]([CH2:19][CH:20]4[CH2:22][CH2:21]4)[CH2:17][CH2:18]3)=[CH:11][CH:12]=2)[S:6][C:24]=1[C:25]([C:27]1[CH:36]=[CH:35][C:30]2[O:31][CH2:32][CH2:33][O:34][C:29]=2[CH:28]=1)=[O:26].